From a dataset of Catalyst prediction with 721,799 reactions and 888 catalyst types from USPTO. Predict which catalyst facilitates the given reaction. (1) Reactant: [C:1]1([C:14]2[CH:19]=[CH:18][CH:17]=[CH:16][CH:15]=2)[CH:6]=[CH:5][C:4]([O:7][CH2:8][C:9]([O:11]CC)=[O:10])=[CH:3][CH:2]=1.[OH-].[K+].[K].Cl. Product: [C:1]1([C:14]2[CH:15]=[CH:16][CH:17]=[CH:18][CH:19]=2)[CH:6]=[CH:5][C:4]([O:7][CH2:8][C:9]([OH:11])=[O:10])=[CH:3][CH:2]=1. The catalyst class is: 6. (2) Reactant: C[O:2][C:3]([C:5]1[CH:10]=[CH:9][C:8]([O:11][CH2:12][C:13]([F:16])([F:15])[F:14])=[C:7]([C:17]2[CH:22]=[CH:21][C:20]([Cl:23])=[CH:19][CH:18]=2)[N:6]=1)=[O:4].[OH-].[Li+].Cl. Product: [Cl:23][C:20]1[CH:19]=[CH:18][C:17]([C:7]2[N:6]=[C:5]([C:3]([OH:4])=[O:2])[CH:10]=[CH:9][C:8]=2[O:11][CH2:12][C:13]([F:16])([F:14])[F:15])=[CH:22][CH:21]=1. The catalyst class is: 30.